From a dataset of Forward reaction prediction with 1.9M reactions from USPTO patents (1976-2016). Predict the product of the given reaction. (1) Given the reactants [C:1]([C:3]1[CH:8]=[CH:7][CH:6]=[CH:5][N:4]=1)#[CH:2].[Cl:9][C:10]1[CH:15]=[CH:14][C:13](/[C:16](/[C:33]2[CH:38]=[CH:37][C:36](I)=[CH:35][CH:34]=2)=[CH:17]/[CH2:18][O:19][C:20]2[CH:31]=[CH:30][C:23]([O:24][CH2:25][C:26]([O:28][CH3:29])=[O:27])=[C:22]([CH3:32])[CH:21]=2)=[CH:12][CH:11]=1, predict the reaction product. The product is: [Cl:9][C:10]1[CH:11]=[CH:12][C:13](/[C:16](/[C:33]2[CH:34]=[CH:35][C:36]([C:2]#[C:1][C:3]3[CH:8]=[CH:7][CH:6]=[CH:5][N:4]=3)=[CH:37][CH:38]=2)=[CH:17]/[CH2:18][O:19][C:20]2[CH:31]=[CH:30][C:23]([O:24][CH2:25][C:26]([O:28][CH3:29])=[O:27])=[C:22]([CH3:32])[CH:21]=2)=[CH:14][CH:15]=1. (2) The product is: [NH2:23][C:11]1[CH:10]=[CH:9][C:8]([O:7][C:6]2[CH:5]=[CH:4][C:3]([O:2][CH3:1])=[CH:27][CH:26]=2)=[CH:13][C:12]=1[CH2:14][NH:15][C:16](=[O:22])[O:17][C:18]([CH3:20])([CH3:19])[CH3:21]. Given the reactants [CH3:1][O:2][C:3]1[CH:27]=[CH:26][C:6]([O:7][C:8]2[CH:9]=[CH:10][C:11]([N+:23]([O-])=O)=[C:12]([CH2:14][NH:15][C:16](=[O:22])[O:17][C:18]([CH3:21])([CH3:20])[CH3:19])[CH:13]=2)=[CH:5][CH:4]=1.[Cl-].[NH4+].C(O)C, predict the reaction product. (3) Given the reactants [OH-].[K+].[CH2:3]([O:5][C:6]1[CH:15]=[C:14]2[C:9]([C:10]([C:39]([O:41]C)=[O:40])=[C:11]([CH2:26][N:27]3[CH2:32][CH2:31][CH:30]([N:33]4[CH2:38][CH2:37][O:36][CH2:35][CH2:34]4)[CH2:29][CH2:28]3)[C:12]([C:16]3[CH:21]=[CH:20][CH:19]=[C:18]([C:22]([F:25])([F:24])[F:23])[CH:17]=3)=[N:13]2)=[CH:8][C:7]=1[S:43]([CH3:46])(=[O:45])=[O:44])[CH3:4].[K], predict the reaction product. The product is: [CH2:3]([O:5][C:6]1[CH:15]=[C:14]2[C:9]([C:10]([C:39]([OH:41])=[O:40])=[C:11]([CH2:26][N:27]3[CH2:28][CH2:29][CH:30]([N:33]4[CH2:38][CH2:37][O:36][CH2:35][CH2:34]4)[CH2:31][CH2:32]3)[C:12]([C:16]3[CH:21]=[CH:20][CH:19]=[C:18]([C:22]([F:25])([F:23])[F:24])[CH:17]=3)=[N:13]2)=[CH:8][C:7]=1[S:43]([CH3:46])(=[O:45])=[O:44])[CH3:4]. (4) Given the reactants [CH3:1][O:2][P:3](/[CH:7]=[CH:8]/[C@@H:9]([O:40][CH2:41][C:42]1[CH:47]=[CH:46][CH:45]=[CH:44][CH:43]=1)[C@H:10]([O:32][CH2:33][C:34]1[CH:39]=[CH:38][CH:37]=[CH:36][CH:35]=1)[C@H:11]([O:24][CH2:25][C:26]1[CH:31]=[CH:30][CH:29]=[CH:28][CH:27]=1)[CH2:12][N:13]([O:16][CH2:17][C:18]1[CH:23]=[CH:22][CH:21]=[CH:20][CH:19]=1)[CH:14]=[O:15])(=[O:6])[O:4][CH3:5], predict the reaction product. The product is: [CH3:1][O:2][P:3]([CH2:7][CH2:8][C@@H:9]([O:40][CH2:41][C:42]1[CH:47]=[CH:46][CH:45]=[CH:44][CH:43]=1)[C@H:10]([O:32][CH2:33][C:34]1[CH:39]=[CH:38][CH:37]=[CH:36][CH:35]=1)[C@H:11]([O:24][CH2:25][C:26]1[CH:27]=[CH:28][CH:29]=[CH:30][CH:31]=1)[CH2:12][N:13]([O:16][CH2:17][C:18]1[CH:23]=[CH:22][CH:21]=[CH:20][CH:19]=1)[CH:14]=[O:15])(=[O:6])[O:4][CH3:5]. (5) Given the reactants [N+:1]([C:4]1[CH:5]=[CH:6][C:7]([NH:12][C:13]2[CH:18]=[CH:17][C:16]([O:19][C:20]3[CH:25]=[CH:24][CH:23]=[CH:22][CH:21]=3)=[CH:15][CH:14]=2)=[C:8]([CH:11]=1)[C:9]#[N:10])([O-:3])=[O:2].C([O-])([O-])=O.[K+].[K+].Br[CH2:33][C:34]#[N:35].O, predict the reaction product. The product is: [NH2:10][C:9]1[C:8]2[C:7](=[CH:6][CH:5]=[C:4]([N+:1]([O-:3])=[O:2])[CH:11]=2)[N:12]([C:13]2[CH:18]=[CH:17][C:16]([O:19][C:20]3[CH:21]=[CH:22][CH:23]=[CH:24][CH:25]=3)=[CH:15][CH:14]=2)[C:33]=1[C:34]#[N:35]. (6) Given the reactants [N:1]1([CH2:7][C:8]2[CH:9]=[C:10]([C:14]3[O:15][C:16]4[C:22]([C:23]([O:25]C)=O)=[CH:21][CH:20]=[CH:19][C:17]=4[N:18]=3)[CH:11]=[CH:12][CH:13]=2)[CH2:6][CH2:5][NH:4][CH2:3][CH2:2]1.O.[NH4+:28], predict the reaction product. The product is: [N:1]1([CH2:7][C:8]2[CH:9]=[C:10]([C:14]3[O:15][C:16]4[C:22]([C:23]([NH2:28])=[O:25])=[CH:21][CH:20]=[CH:19][C:17]=4[N:18]=3)[CH:11]=[CH:12][CH:13]=2)[CH2:2][CH2:3][NH:4][CH2:5][CH2:6]1. (7) Given the reactants [Cl:1][C:2]1[CH:3]=[C:4]([CH:16]=[CH:17][C:18]=1F)[C:5]([NH:7][C:8]1[CH:13]=[CH:12][C:11]([CH3:14])=[C:10]([OH:15])[CH:9]=1)=[O:6].[CH2:20]([CH2:22][NH2:23])[OH:21], predict the reaction product. The product is: [Cl:1][C:2]1[CH:3]=[C:4]([CH:16]=[CH:17][C:18]=1[NH:23][CH2:22][CH2:20][OH:21])[C:5]([NH:7][C:8]1[CH:13]=[CH:12][C:11]([CH3:14])=[C:10]([OH:15])[CH:9]=1)=[O:6].